This data is from Full USPTO retrosynthesis dataset with 1.9M reactions from patents (1976-2016). The task is: Predict the reactants needed to synthesize the given product. (1) Given the product [Cl:39][CH2:2][C:3]1[S:4][C:5]([C:9]2[N:10]=[C:11]([NH:14][C:15]3[CH:16]=[C:17]([CH:21]=[CH:22][C:23]=3[O:24][CH:25]([CH3:27])[CH3:26])[C:18]([NH2:20])=[O:19])[S:12][CH:13]=2)=[C:6]([CH3:8])[N:7]=1, predict the reactants needed to synthesize it. The reactants are: O[CH2:2][C:3]1[S:4][C:5]([C:9]2[N:10]=[C:11]([NH:14][C:15]3[CH:16]=[C:17]([CH:21]=[CH:22][C:23]=3[O:24][CH:25]([CH3:27])[CH3:26])[C:18]([NH2:20])=[O:19])[S:12][CH:13]=2)=[C:6]([CH3:8])[N:7]=1.CCN(CC)CC.CS([Cl:39])(=O)=O. (2) Given the product [NH2:1][C:4]1[CH:5]=[C:6]2[CH2:12][C@@:11]3([CH:17]4[CH2:16][CH2:15][N:14]([CH2:19][CH2:18]4)[CH2:13]3)[O:10][C:7]2=[N:8][CH:9]=1, predict the reactants needed to synthesize it. The reactants are: [N+:1]([C:4]1[CH:5]=[C:6]2[CH2:12][C@@:11]3([CH:17]4[CH2:18][CH2:19][N:14]([CH2:15][CH2:16]4)[CH2:13]3)[O:10][C:7]2=[N:8][CH:9]=1)([O-])=O. (3) The reactants are: [Br:1][C:2]1[CH:10]=[C:9]([F:11])[CH:8]=[C:7]2[C:3]=1[CH2:4][CH2:5][C:6]2=[O:12].[BH4-].[Na+]. Given the product [Br:1][C:2]1[CH:10]=[C:9]([F:11])[CH:8]=[C:7]2[C:3]=1[CH2:4][CH2:5][CH:6]2[OH:12], predict the reactants needed to synthesize it.